From a dataset of Forward reaction prediction with 1.9M reactions from USPTO patents (1976-2016). Predict the product of the given reaction. (1) Given the reactants C(OC([N:8]1[CH2:13][CH2:12][CH:11]([N:14]2[CH:18]=[C:17]([C:19]3[C:23]4[CH:24]=[N:25][C:26]([N+:29]([O-])=O)=[C:27](O)[C:22]=4[O:21][CH:20]=3)[CH:16]=[N:15]2)[CH2:10][CH2:9]1)=O)(C)(C)C.[Cl:32][C:33]1[CH:38]=[CH:37][CH:36]=[C:35]([Cl:39])[C:34]=1[CH:40]([OH:43])[CH2:41][CH3:42].C1(P(C2C=CC=CC=2)C2C=CC=CC=2)C=CC=CC=1.N(C(OC(C)C)=O)=NC(OC(C)C)=O, predict the reaction product. The product is: [Cl:32][C:33]1[CH:38]=[CH:37][CH:36]=[C:35]([Cl:39])[C:34]=1[CH:40]([O:43][C:27]1[C:22]2[O:21][CH:20]=[C:19]([C:17]3[CH:16]=[N:15][N:14]([CH:11]4[CH2:12][CH2:13][NH:8][CH2:9][CH2:10]4)[CH:18]=3)[C:23]=2[CH:24]=[N:25][C:26]=1[NH2:29])[CH2:41][CH3:42]. (2) Given the reactants [Cl:1][C:2]1[C:7]([C:8]2[C:13]([F:14])=[CH:12][C:11]([O:15]C)=[CH:10][C:9]=2[F:17])=[C:6]([N:18]2[CH2:23][CH2:22][CH:21]([CH3:24])[CH2:20][CH2:19]2)[N:5]2[N:25]=[CH:26][N:27]=[C:4]2[N:3]=1.[Al+3].[Cl-].[Cl-].[Cl-], predict the reaction product. The product is: [Cl:1][C:2]1[C:7]([C:8]2[C:9]([F:17])=[CH:10][C:11]([OH:15])=[CH:12][C:13]=2[F:14])=[C:6]([N:18]2[CH2:19][CH2:20][CH:21]([CH3:24])[CH2:22][CH2:23]2)[N:5]2[N:25]=[CH:26][N:27]=[C:4]2[N:3]=1.